This data is from Forward reaction prediction with 1.9M reactions from USPTO patents (1976-2016). The task is: Predict the product of the given reaction. (1) Given the reactants [CH2:1]([N:3]([CH2:6][C:7]1[CH:24]=[CH:23][C:10](/[CH:11]=[N:12]/[C:13]2[CH:21]=[CH:20][CH:19]=[C:18]3[C:14]=2[CH2:15][O:16][C:17]3=[O:22])=[CH:9][CH:8]=1)[CH2:4][CH3:5])[CH3:2].[Cl:25][C:26]1[CH:33]=[CH:32][C:29]([CH:30]=O)=[CH:28][CH:27]=1.[O-:34][CH2:35][CH3:36].[Na+].C(O)C, predict the reaction product. The product is: [Cl:25][C:26]1[CH:33]=[CH:32][C:29]([CH:30]2[C:35](=[O:34])[C:36]3[C:18]([C:17]([O:16][CH2:15][CH3:14])=[O:22])=[CH:19][CH:20]=[CH:21][C:13]=3[NH:12][CH:11]2[C:10]2[CH:23]=[CH:24][C:7]([CH2:6][N:3]([CH2:4][CH3:5])[CH2:1][CH3:2])=[CH:8][CH:9]=2)=[CH:28][CH:27]=1. (2) Given the reactants [Si:1]([O:8][CH2:9][CH:10]1[C:12]2([CH2:17][CH2:16][N:15]([C:18]([O:20][C:21]([CH3:24])([CH3:23])[CH3:22])=[O:19])[CH2:14][CH2:13]2)[O:11]1)([C:4]([CH3:7])([CH3:6])[CH3:5])([CH3:3])[CH3:2].[Cl-].[NH4+].[N-:27]=[N+:28]=[N-:29].[Na+], predict the reaction product. The product is: [N:27]([CH:10]([C:12]1([OH:11])[CH2:17][CH2:16][N:15]([C:18]([O:20][C:21]([CH3:24])([CH3:23])[CH3:22])=[O:19])[CH2:14][CH2:13]1)[CH2:9][O:8][Si:1]([C:4]([CH3:7])([CH3:6])[CH3:5])([CH3:3])[CH3:2])=[N+:28]=[N-:29].